This data is from Cav3 T-type calcium channel HTS with 100,875 compounds. The task is: Binary Classification. Given a drug SMILES string, predict its activity (active/inactive) in a high-throughput screening assay against a specified biological target. (1) The molecule is O=C1CCCc2nc(ncc12)NC(=O)COc1ccccc1. The result is 0 (inactive). (2) The molecule is O(c1c(C(=O)Nc2c(cc(N(CC)CC)cc2)C)cccc1C)C. The result is 0 (inactive). (3) The result is 0 (inactive). The molecule is S(CC1OC(=O)C(C1)CCCCCC)C(N)=N. (4) The drug is S=C(Nc1c(cccc1)C(F)(F)F)NC(=O)CCC. The result is 0 (inactive). (5) The molecule is S=c1n(c2ccccc2)ccn1C(=O)c1ccccc1. The result is 0 (inactive). (6) The compound is O=C(Nc1c(NC(=O)C)cccc1)CC(C)(C)C. The result is 0 (inactive). (7) The compound is O1CCN(Cc2n(CCCc3ccccc3)c3c(n2)n(c(=O)[nH]c3=O)C)CC1. The result is 0 (inactive). (8) The drug is Clc1ccc(n2nnnc2c2c(=O)c3c(n(c2)C)cccc3)cc1. The result is 0 (inactive). (9) The compound is FC(F)(F)C(O)(c1c(N)ccc(c1)C)C(F)(F)F. The result is 0 (inactive). (10) The drug is O=C(NCc1ccncc1)c1nnn(C(c2ccc(cc2)C)C)c1. The result is 0 (inactive).